This data is from Reaction yield outcomes from USPTO patents with 853,638 reactions. The task is: Predict the reaction yield, written as a fraction of the theoretical maximum amount of product (1.0 means a 100% yield; for example, 0.34 means a 34% yield). (1) The reactants are [CH2:1]1[C:9]2[C:4](=[CH:5][CH:6]=[CH:7][CH:8]=2)[CH:3]=[CH:2]1.[Li:10]CCCC. The catalyst is CCCCCCC. The product is [CH:1]1([Li:10])[C:9]2[C:4](=[CH:5][CH:6]=[CH:7][CH:8]=2)[CH:3]=[CH:2]1. The yield is 0.990. (2) The reactants are Br[C:2]1[C:3]([O:16][CH:17]2[CH2:20][N:19]([C:21]3[CH:30]=[CH:29][C:28]4[C:23](=[CH:24][CH:25]=[CH:26][CH:27]=4)[N:22]=3)[CH2:18]2)=[N:4][C:5]([N:8]2[CH2:13][CH2:12][CH:11]([CH2:14][OH:15])[CH2:10][CH2:9]2)=[N:6][CH:7]=1.[O:31]1[CH2:36][CH:35]=[C:34](B2OC(C)(C)C(C)(C)O2)[CH2:33][CH2:32]1.[O-]P([O-])([O-])=O.[K+].[K+].[K+]. The catalyst is O1CCOCC1.O.C1C=CC(P(C2C=CC=CC=2)[C-]2C=CC=C2)=CC=1.C1C=CC(P(C2C=CC=CC=2)[C-]2C=CC=C2)=CC=1.Cl[Pd]Cl.[Fe+2]. The product is [O:31]1[CH2:32][CH:33]=[C:34]([C:2]2[C:3]([O:16][CH:17]3[CH2:20][N:19]([C:21]4[CH:30]=[CH:29][C:28]5[C:23](=[CH:24][CH:25]=[CH:26][CH:27]=5)[N:22]=4)[CH2:18]3)=[N:4][C:5]([N:8]3[CH2:13][CH2:12][CH:11]([CH2:14][OH:15])[CH2:10][CH2:9]3)=[N:6][CH:7]=2)[CH2:35][CH2:36]1. The yield is 0.840. (3) The reactants are C[Si](C)(C)N[Si](C)(C)C.[Li].[CH2:11]([NH:18][C:19]([C:21]1[S:29][C:28]2[N:23]([C:24](=[O:40])[N:25]([CH2:31][C:32]3[CH:37]=[CH:36][C:35]([Cl:38])=[C:34]([Cl:39])[CH:33]=3)[C:26](=[O:30])[CH:27]=2)[CH:22]=1)=[O:20])[C:12]1[CH:17]=[CH:16][CH:15]=[CH:14][CH:13]=1.N(CC1C=CC(OC)=CC=1)=[C:42]=[O:43].[Cl-].[NH4+]. The catalyst is O1CCCC1.O.CCOC(C)=O. The product is [CH3:42][O:43][C:15]1[CH:16]=[CH:17][C:12]([CH2:11][NH:18][C:19]([C:21]2[S:29][C:28]3[N:23]([C:24](=[O:40])[N:25]([CH2:31][C:32]4[CH:37]=[CH:36][C:35]([Cl:38])=[C:34]([Cl:39])[CH:33]=4)[C:26](=[O:30])[CH:27]=3)[CH:22]=2)=[O:20])=[CH:13][CH:14]=1. The yield is 0.150. (4) The reactants are [N:1]1[CH:6]=[CH:5][N:4]=[CH:3][C:2]=1[C:7](=O)[CH3:8].C([O-])(=O)C.[NH4+:14]. The catalyst is CO.C([BH3-])#N.[Na+]. The product is [N:1]1[CH:6]=[CH:5][N:4]=[CH:3][C:2]=1[CH:7]([NH2:14])[CH3:8]. The yield is 0.750.